Dataset: Forward reaction prediction with 1.9M reactions from USPTO patents (1976-2016). Task: Predict the product of the given reaction. (1) Given the reactants [CH3:1][N:2]1[C:10]([CH:11]=O)=[N:9][C:8]2[C:3]1=[N:4][C:5]([N:19]1[C:23]3[CH:24]=[CH:25][CH:26]=[CH:27][C:22]=3[N:21]=[C:20]1[CH3:28])=[N:6][C:7]=2[N:13]1[CH2:18][CH2:17][O:16][CH2:15][CH2:14]1.[N:29]1[CH:34]=[CH:33][N:32]=[CH:31][C:30]=1[CH2:35][CH2:36][NH2:37], predict the reaction product. The product is: [CH3:1][N:2]1[C:10]([CH2:11][NH:37][CH2:36][CH2:35][C:30]2[CH:31]=[N:32][CH:33]=[CH:34][N:29]=2)=[N:9][C:8]2[C:3]1=[N:4][C:5]([N:19]1[C:23]3[CH:24]=[CH:25][CH:26]=[CH:27][C:22]=3[N:21]=[C:20]1[CH3:28])=[N:6][C:7]=2[N:13]1[CH2:14][CH2:15][O:16][CH2:17][CH2:18]1. (2) Given the reactants C[Si]([C:5]#[N:6])(C)C.[C:7]1([C:13]2[C:24]([CH2:25]O)=[C:16]3[C:17]4[CH:23]=[CH:22][O:21][C:18]=4[CH:19]=[CH:20][N:15]3[N:14]=2)[CH:12]=[CH:11][CH:10]=[CH:9][CH:8]=1, predict the reaction product. The product is: [C:7]1([C:13]2[C:24]([CH2:25][C:5]#[N:6])=[C:16]3[C:17]4[CH:23]=[CH:22][O:21][C:18]=4[CH:19]=[CH:20][N:15]3[N:14]=2)[CH:8]=[CH:9][CH:10]=[CH:11][CH:12]=1. (3) Given the reactants [CH3:1][C:2]1[C:6]([CH2:7][N:8]2[CH:12]=[C:11]([N:13]3[C:17](=[O:18])[CH:16]([CH2:19][C:20]([OH:22])=O)[NH:15][C:14]3=[O:23])[CH:10]=[N:9]2)=[C:5]([CH3:24])[O:4][N:3]=1.[NH2:25][C:26]1[CH:31]=[CH:30][CH:29]=[CH:28][CH:27]=1.C(N(CC)CC)C, predict the reaction product. The product is: [CH3:1][C:2]1[C:6]([CH2:7][N:8]2[CH:12]=[C:11]([N:13]3[C:17](=[O:18])[CH:16]([CH2:19][C:20]([NH:25][C:26]4[CH:31]=[CH:30][CH:29]=[CH:28][CH:27]=4)=[O:22])[NH:15][C:14]3=[O:23])[CH:10]=[N:9]2)=[C:5]([CH3:24])[O:4][N:3]=1. (4) Given the reactants [Br:1][C:2]1[CH:3]=[C:4]2[C:8](=[C:9]([C:11]([OH:13])=O)[CH:10]=1)[NH:7][CH:6]=[C:5]2[CH:14]([CH3:16])[CH3:15].[NH2:17][CH2:18][C:19]1[C:20](=[O:27])[NH:21][C:22]([CH3:26])=[CH:23][C:24]=1[CH3:25].C1C=NC2N(O)N=NC=2C=1.CN1CCOCC1.C(Cl)CCl, predict the reaction product. The product is: [Br:1][C:2]1[CH:3]=[C:4]2[C:8](=[C:9]([C:11]([NH:17][CH2:18][C:19]3[C:20](=[O:27])[NH:21][C:22]([CH3:26])=[CH:23][C:24]=3[CH3:25])=[O:13])[CH:10]=1)[NH:7][CH:6]=[C:5]2[CH:14]([CH3:16])[CH3:15].